Predict which catalyst facilitates the given reaction. From a dataset of Catalyst prediction with 721,799 reactions and 888 catalyst types from USPTO. (1) Reactant: [CH2:1]([C:3]1[S:7][C:6]([C:8]([O:10]C)=[O:9])=[CH:5][C:4]=1[C:12]1[N:16]([CH3:17])[N:15]=[CH:14][CH:13]=1)[CH3:2].[OH-].[Na+]. Product: [CH2:1]([C:3]1[S:7][C:6]([C:8]([OH:10])=[O:9])=[CH:5][C:4]=1[C:12]1[N:16]([CH3:17])[N:15]=[CH:14][CH:13]=1)[CH3:2]. The catalyst class is: 7. (2) Product: [CH3:16][C:13]1([CH3:17])[O:12][CH2:11][C:10]([CH2:9][OH:1])([CH2:18][N:19]2[CH:23]=[CH:22][N:21]=[C:20]2[N+:24]([O-:26])=[O:25])[CH2:15][O:14]1. Reactant: [O:1]([CH2:9][C:10]1([CH2:18][N:19]2[CH:23]=[CH:22][N:21]=[C:20]2[N+:24]([O-:26])=[O:25])[CH2:15][O:14][C:13]([CH3:17])([CH3:16])[O:12][CH2:11]1)[Si](C(C)(C)C)(C)C.[F-].C([N+](CCCC)(CCCC)CCCC)CCC.[Cl-].[NH4+].O. The catalyst class is: 7. (3) Reactant: Cl.[CH3:2][O:3][C:4]1[CH:14]=[CH:13][C:7]2[CH2:8][CH2:9][NH:10][CH2:11][CH2:12][C:6]=2[CH:5]=1.C(N(CC)CC)C.[F:22][C:23]([F:34])([F:33])[C:24](O[C:24](=[O:25])[C:23]([F:34])([F:33])[F:22])=[O:25]. Product: [F:22][C:23]([F:34])([F:33])[C:24]([N:10]1[CH2:11][CH2:12][C:6]2[CH:5]=[C:4]([O:3][CH3:2])[CH:14]=[CH:13][C:7]=2[CH2:8][CH2:9]1)=[O:25]. The catalyst class is: 4. (4) Reactant: [Cl:1][C:2]1[N:3]=[C:4]([O:20][CH:21]2[CH2:24][CH2:23][CH2:22]2)[C:5]2[C:10](I)=[CH:9][N:8]([CH2:12][O:13][CH2:14][CH2:15][Si:16]([CH3:19])([CH3:18])[CH3:17])[C:6]=2[N:7]=1.[CH3:25][NH:26][C:27](=[O:43])[C:28]1[CH:33]=[CH:32][C:31](B2OC(C)(C)C(C)(C)O2)=[CH:30][CH:29]=1.P([O-])([O-])([O-])=O.[K+].[K+].[K+].O1CCOCC1. Product: [Cl:1][C:2]1[N:3]=[C:4]([O:20][CH:21]2[CH2:24][CH2:23][CH2:22]2)[C:5]2[C:10]([C:31]3[CH:32]=[CH:33][C:28]([C:27]([NH:26][CH3:25])=[O:43])=[CH:29][CH:30]=3)=[CH:9][N:8]([CH2:12][O:13][CH2:14][CH2:15][Si:16]([CH3:19])([CH3:18])[CH3:17])[C:6]=2[N:7]=1. The catalyst class is: 6. (5) Reactant: Cl.[CH3:2][C:3]1([OH:8])[CH2:7][CH2:6][NH:5][CH2:4]1.C(=O)([O-])[O-].[K+].[K+].CS(O[CH2:20][CH2:21][CH:22]([C:29]1[CH:34]=[CH:33][CH:32]=[CH:31][CH:30]=1)[C:23]1[CH:28]=[CH:27][CH:26]=[CH:25][CH:24]=1)(=O)=O. Product: [C:23]1([CH:22]([C:29]2[CH:30]=[CH:31][CH:32]=[CH:33][CH:34]=2)[CH2:21][CH2:20][N:5]2[CH2:6][CH2:7][C:3]([CH3:2])([OH:8])[CH2:4]2)[CH:28]=[CH:27][CH:26]=[CH:25][CH:24]=1. The catalyst class is: 10. (6) Reactant: [CH:1]([CH:3]1[CH2:8][CH2:7][N:6]([C:9]([O:11][C:12]([CH3:15])([CH3:14])[CH3:13])=[O:10])[CH2:5][CH2:4]1)=O.[OH:16][C:17]([CH3:27])([CH3:26])[CH2:18][NH:19][C:20]1[CH2:24][S:23][C:22](=[O:25])[N:21]=1.C([O-])(=O)C.[NH2+]1CCCCC1. Product: [OH:16][C:17]([CH3:27])([CH3:26])[CH2:18][NH:19][C:20]1=[N:21][C:22](=[O:25])[S:23]/[C:24]/1=[CH:1]\[CH:3]1[CH2:8][CH2:7][N:6]([C:9]([O:11][C:12]([CH3:15])([CH3:14])[CH3:13])=[O:10])[CH2:5][CH2:4]1. The catalyst class is: 41. (7) Reactant: C(N(C(C)C)CC)(C)C.CN(C(ON1N=NC2C=CC=NC1=2)=[N+](C)C)C.F[P-](F)(F)(F)(F)F.[NH2:34][C:35]1[C:40]([C:41]([OH:43])=[O:42])=[C:39]([NH:44][C:45]2[CH:50]=[CH:49][C:48]([O:51][CH2:52][C:53]3[CH:58]=[CH:57][CH:56]=[CH:55][CH:54]=3)=[C:47]([Cl:59])[CH:46]=2)[N:38]=[CH:37][N:36]=1.[N:60]1([CH2:66][CH2:67]O)[CH2:65][CH2:64][O:63][CH2:62][CH2:61]1. Product: [N:60]1([CH2:66][CH2:67][O:42][C:41]([C:40]2[C:35]([NH2:34])=[N:36][CH:37]=[N:38][C:39]=2[NH:44][C:45]2[CH:50]=[CH:49][C:48]([O:51][CH2:52][C:53]3[CH:54]=[CH:55][CH:56]=[CH:57][CH:58]=3)=[C:47]([Cl:59])[CH:46]=2)=[O:43])[CH2:65][CH2:64][O:63][CH2:62][CH2:61]1. The catalyst class is: 1.